From a dataset of Full USPTO retrosynthesis dataset with 1.9M reactions from patents (1976-2016). Predict the reactants needed to synthesize the given product. (1) Given the product [Cl:19][C:13]1[CH:14]=[C:15]([Cl:18])[CH:16]=[CH:17][C:12]=1[C:10]1[N:11]=[C:7]([CH2:6][C:5]2[CH:34]=[CH:35][C:2]([N:45]3[CH2:46][CH2:47][CH:42]([C:36]4[CH:41]=[CH:40][CH:39]=[CH:38][CH:37]=4)[CH2:43][CH2:44]3)=[CH:3][CH:4]=2)[N:8]([C:20]2[CH:25]=[CH:24][C:23]([N:26]3[S:30](=[O:32])(=[O:31])[NH:29][C:28](=[O:33])[CH2:27]3)=[CH:22][CH:21]=2)[CH:9]=1, predict the reactants needed to synthesize it. The reactants are: Br[C:2]1[CH:35]=[CH:34][C:5]([CH2:6][C:7]2[N:8]([C:20]3[CH:25]=[CH:24][C:23]([N:26]4[S:30](=[O:32])(=[O:31])[NH:29][C:28](=[O:33])[CH2:27]4)=[CH:22][CH:21]=3)[CH:9]=[C:10]([C:12]3[CH:17]=[CH:16][C:15]([Cl:18])=[CH:14][C:13]=3[Cl:19])[N:11]=2)=[CH:4][CH:3]=1.[C:36]1([CH:42]2[CH2:47][CH2:46][NH:45][CH2:44][CH2:43]2)[CH:41]=[CH:40][CH:39]=[CH:38][CH:37]=1. (2) Given the product [CH3:13][O:14][C:15]1[N:20]=[CH:19][C:18]([CH:21]=[C:9]2[C:10](=[O:11])[O:12][C:6]([C:2]3[S:1][CH:5]=[CH:4][CH:3]=3)=[N:8]2)=[CH:17][CH:16]=1, predict the reactants needed to synthesize it. The reactants are: [S:1]1[CH:5]=[CH:4][CH:3]=[C:2]1[C:6]([NH:8][CH2:9][C:10]([OH:12])=[O:11])=O.[CH3:13][O:14][C:15]1[N:20]=[CH:19][C:18]([CH:21]=O)=[CH:17][CH:16]=1.C([O-])(=O)C.[Na+].C(OC(=O)C)(=O)C. (3) Given the product [CH3:1][C:2]1[N:3]([CH2:15][CH2:16][CH2:17][CH2:18][CH2:19][C:20]([OH:22])=[O:21])[C:4]2[CH2:5][C:6]([CH3:14])([CH3:13])[CH2:7][C:8](=[O:12])[C:9]=2[C:10]=1[CH3:11], predict the reactants needed to synthesize it. The reactants are: [CH3:1][C:2]1[N:3]([CH2:15][CH2:16][CH2:17][CH2:18][CH2:19][C:20]([O:22]CC)=[O:21])[C:4]2[CH2:5][C:6]([CH3:14])([CH3:13])[CH2:7][C:8](=[O:12])[C:9]=2[C:10]=1[CH3:11]. (4) Given the product [NH2:26][C@@H:15]([CH:13]([CH3:14])[CH3:12])[C:16]([NH:9][C@@H:8]([CH3:10])[C:7]([O:6][C:2]([CH3:5])([CH3:4])[CH3:3])=[O:11])=[O:17], predict the reactants needed to synthesize it. The reactants are: Cl.[C:2]([O:6][C:7](=[O:11])[C@H:8]([CH3:10])[NH2:9])([CH3:5])([CH3:4])[CH3:3].[CH3:12][CH:13]([C@H:15]([NH:26]C(OCC1C2C(=CC=CC=2)C2C1=CC=CC=2)=O)[C:16](ON1C(=O)CCC1=O)=[O:17])[CH3:14].CCN(C(C)C)C(C)C. (5) Given the product [NH:1]([C:9]([NH:1][C:2]1[CH:7]=[CH:6][CH:5]=[CH:4][CH:3]=1)=[CH:10][C:11]([C:13]1[C:14]([Cl:24])=[N:15][C:16]([Cl:23])=[CH:17][C:18]=1[C:19]([F:22])([F:21])[F:20])=[O:12])[C:2]1[CH:7]=[CH:6][CH:5]=[CH:4][CH:3]=1, predict the reactants needed to synthesize it. The reactants are: [NH2:1][C:2]1[CH:7]=[CH:6][CH:5]=[CH:4][CH:3]=1.Cl[C:9](Cl)=[CH:10][C:11]([C:13]1[C:14]([Cl:24])=[N:15][C:16]([Cl:23])=[CH:17][C:18]=1[C:19]([F:22])([F:21])[F:20])=[O:12].Cl. (6) Given the product [Br:1][C:2]1[N:7]=[C:6]([CH3:8])[N:5]=[C:4]([NH:9][C:10]2[S:11][C:12]([C:15]([OH:17])=[O:16])=[CH:13][N:14]=2)[CH:3]=1, predict the reactants needed to synthesize it. The reactants are: [Br:1][C:2]1[N:7]=[C:6]([CH3:8])[N:5]=[C:4]([NH:9][C:10]2[S:11][C:12]([C:15]([O:17]C)=[O:16])=[CH:13][N:14]=2)[CH:3]=1.[OH-].[Na+].Cl.